This data is from NCI-60 drug combinations with 297,098 pairs across 59 cell lines. The task is: Regression. Given two drug SMILES strings and cell line genomic features, predict the synergy score measuring deviation from expected non-interaction effect. (1) Drug 1: C1CC2CC3=C(CC1C24CN(S(=O)(=O)N4)CC(F)(F)F)C=CC(=C3)C=CCN5CCC(CC5)C(F)(F)F. Drug 2: CC1OCC2C(O1)C(C(C(O2)OC3C4COC(=O)C4C(C5=CC6=C(C=C35)OCO6)C7=CC(=C(C(=C7)OC)O)OC)O)O. Cell line: OVCAR3. Synergy scores: CSS=26.3, Synergy_ZIP=-13.5, Synergy_Bliss=-10.4, Synergy_Loewe=-1.43, Synergy_HSA=-0.427. (2) Drug 1: C1C(C(OC1N2C=NC3=C(N=C(N=C32)Cl)N)CO)O. Drug 2: CNC(=O)C1=NC=CC(=C1)OC2=CC=C(C=C2)NC(=O)NC3=CC(=C(C=C3)Cl)C(F)(F)F. Cell line: DU-145. Synergy scores: CSS=24.7, Synergy_ZIP=-8.90, Synergy_Bliss=-6.26, Synergy_Loewe=-57.3, Synergy_HSA=-7.15. (3) Drug 1: CC=C1C(=O)NC(C(=O)OC2CC(=O)NC(C(=O)NC(CSSCCC=C2)C(=O)N1)C(C)C)C(C)C. Drug 2: C1CCC(C(C1)N)N.C(=O)(C(=O)[O-])[O-].[Pt+4]. Cell line: HOP-62. Synergy scores: CSS=50.3, Synergy_ZIP=0.239, Synergy_Bliss=0.951, Synergy_Loewe=-12.0, Synergy_HSA=3.03. (4) Drug 1: CC(C1=C(C=CC(=C1Cl)F)Cl)OC2=C(N=CC(=C2)C3=CN(N=C3)C4CCNCC4)N. Drug 2: CC(C)CN1C=NC2=C1C3=CC=CC=C3N=C2N. Cell line: SF-295. Synergy scores: CSS=10.9, Synergy_ZIP=-4.28, Synergy_Bliss=-4.46, Synergy_Loewe=-11.6, Synergy_HSA=-3.84. (5) Drug 2: C1=CC=C(C(=C1)C(C2=CC=C(C=C2)Cl)C(Cl)Cl)Cl. Drug 1: CC1=C(C=C(C=C1)C(=O)NC2=CC(=CC(=C2)C(F)(F)F)N3C=C(N=C3)C)NC4=NC=CC(=N4)C5=CN=CC=C5. Cell line: HCC-2998. Synergy scores: CSS=-4.38, Synergy_ZIP=0.745, Synergy_Bliss=-2.40, Synergy_Loewe=0.0654, Synergy_HSA=-3.94.